This data is from Reaction yield outcomes from USPTO patents with 853,638 reactions. The task is: Predict the reaction yield, written as a fraction of the theoretical maximum amount of product (1.0 means a 100% yield; for example, 0.34 means a 34% yield). The reactants are [CH3:1][CH:2]1[CH2:7][CH:6]([CH3:8])[CH2:5][N:4]([S:9]([C:12]2[CH:25]=[CH:24][C:23]3[N:22]([CH3:26])[C:21]4[C:16](=[CH:17][C:18]([S:27]([N:30]5[CH2:35][CH:34]([CH3:36])[CH2:33][CH:32]([CH3:37])[CH2:31]5)(=[O:29])=[O:28])=[CH:19][CH:20]=4)[C:15](=S)[C:14]=3[CH:13]=2)(=[O:11])=[O:10])[CH2:3]1.Cl.[NH2:40][OH:41]. The catalyst is N1C=CC=CC=1. The product is [CH3:37][CH:32]1[CH2:33][CH:34]([CH3:36])[CH2:35][N:30]([S:27]([C:18]2[CH:19]=[CH:20][C:21]3[N:22]([CH3:26])[C:23]4[C:14](=[CH:13][C:12]([S:9]([N:4]5[CH2:5][CH:6]([CH3:8])[CH2:7][CH:2]([CH3:1])[CH2:3]5)(=[O:11])=[O:10])=[CH:25][CH:24]=4)[C:15](=[N:40][OH:41])[C:16]=3[CH:17]=2)(=[O:28])=[O:29])[CH2:31]1. The yield is 0.850.